This data is from Forward reaction prediction with 1.9M reactions from USPTO patents (1976-2016). The task is: Predict the product of the given reaction. (1) The product is: [N+:11]([C:7]1[C:2]([OH:1])=[C:3]2[S:10][CH:9]=[CH:8][C:4]2=[N:5][CH:6]=1)([O-:13])=[O:12]. Given the reactants [OH:1][C:2]1[CH:7]=[CH:6][N:5]=[C:4]2[CH:8]=[CH:9][S:10][C:3]=12.[N+:11]([O-])([OH:13])=[O:12].C(OCC)C, predict the reaction product. (2) Given the reactants CO[C:3]1[C:8](O)=[CH:7][CH:6]=[C:5](/[CH:10]=[CH:11]/[C:12]([CH2:14][C:15](/[CH:17]=[CH:18]/[C:19]2[CH:27]=[C:24](OC)[C:22](O)=[CH:21][CH:20]=2)=[O:16])=[O:13])[CH:4]=1, predict the reaction product. The product is: [C:5]([C:22]1[CH:21]=[CH:20][C:19](/[CH:18]=[CH:17]/[C:15](=[O:16])/[CH:14]=[C:12](\[OH:13])/[CH:11]=[CH:10]/[C:5]2[CH:4]=[CH:3][C:8]([C:19]([CH3:27])([CH3:20])[CH3:18])=[CH:7][CH:6]=2)=[CH:27][CH:24]=1)([CH3:10])([CH3:6])[CH3:4]. (3) Given the reactants [NH2:1][C:2]1[C:3]([CH3:13])=[C:4]([CH:9]=[CH:10][C:11]=1[NH2:12])[C:5]([O:7]C)=[O:6].[CH:14](O)=O, predict the reaction product. The product is: [CH3:13][C:3]1[C:2]2[NH:1][CH:14]=[N:12][C:11]=2[CH:10]=[CH:9][C:4]=1[C:5]([OH:7])=[O:6]. (4) The product is: [Cl:17][C:18]1[N:19]=[N:20][C:21]([N:24]2[C:8]([C:5]3[CH:4]=[N:3][C:2]([CH3:1])=[CH:7][N:6]=3)=[CH:9][C:10]([C:11]([O:13][CH3:14])=[O:12])=[N:25]2)=[CH:22][CH:23]=1. Given the reactants [CH3:1][C:2]1[N:3]=[CH:4][C:5]([C:8](=O)[CH2:9][C:10](=O)[C:11]([O:13][CH3:14])=[O:12])=[N:6][CH:7]=1.[Cl:17][C:18]1[N:19]=[N:20][C:21]([NH:24][NH2:25])=[CH:22][CH:23]=1, predict the reaction product. (5) The product is: [CH3:24][N:25]1[C:33]2[C:28](=[N:29][CH:30]=[C:31]([C:2]3[CH:11]=[CH:10][C:9]4[N:8]=[CH:7][C:6]5[N:12]([CH3:23])[C:13](=[O:22])[N:14]([C:15]6[C:16]([CH3:21])=[N:17][N:18]([CH3:20])[CH:19]=6)[C:5]=5[C:4]=4[CH:3]=3)[CH:32]=2)[N:27]([CH3:43])[C:26]1=[O:44]. Given the reactants Br[C:2]1[CH:11]=[CH:10][C:9]2[N:8]=[CH:7][C:6]3[N:12]([CH3:23])[C:13](=[O:22])[N:14]([C:15]4[C:16]([CH3:21])=[N:17][N:18]([CH3:20])[CH:19]=4)[C:5]=3[C:4]=2[CH:3]=1.[CH3:24][N:25]1[C:33]2[C:28](=[N:29][CH:30]=[C:31](B3OC(C)(C)C(C)(C)O3)[CH:32]=2)[N:27]([CH3:43])[C:26]1=[O:44], predict the reaction product. (6) Given the reactants Br[C:2]1[CH:7]=[CH:6][C:5]([O:8][CH3:9])=[C:4]([O:10][CH2:11][CH2:12][CH2:13][O:14][CH3:15])[CH:3]=1.[CH3:16][O:17][CH2:18][C:19]([CH3:24])([CH3:23])[C:20](=[O:22])[CH3:21].[Li+].C[Si]([N-][Si](C)(C)C)(C)C.Cl, predict the reaction product. The product is: [CH3:16][O:17][CH2:18][C:19]([CH3:24])([CH3:23])[C:20](=[O:22])[CH2:21][C:2]1[CH:7]=[CH:6][C:5]([O:8][CH3:9])=[C:4]([O:10][CH2:11][CH2:12][CH2:13][O:14][CH3:15])[CH:3]=1. (7) Given the reactants [F:1][C:2]1([F:35])[CH2:7][N:6](C(OCC2C=CC=CC=2)=O)[C@H:5]([C:18]([O:20]CC2C=CC=CC=2)=[O:19])[C@@H:4]([C:28]([O:30][C:31]([CH3:34])([CH3:33])[CH3:32])=[O:29])[CH2:3]1.[H][H], predict the reaction product. The product is: [C:31]([O:30][C:28]([C@H:4]1[CH2:3][C:2]([F:1])([F:35])[CH2:7][NH:6][C@@H:5]1[C:18]([OH:20])=[O:19])=[O:29])([CH3:34])([CH3:32])[CH3:33].